Predict the product of the given reaction. From a dataset of Forward reaction prediction with 1.9M reactions from USPTO patents (1976-2016). (1) Given the reactants [NH2:1][C:2]1[C:3]([N+:13]([O-:15])=[O:14])=[C:4]([CH:8]=[C:9](F)[C:10]=1[F:11])[C:5]([OH:7])=[O:6].[CH3:16][CH2:17][O-:18].[Na+], predict the reaction product. The product is: [NH2:1][C:2]1[C:3]([N+:13]([O-:15])=[O:14])=[C:4]([CH:8]=[C:9]([O:18][CH2:17][CH3:16])[C:10]=1[F:11])[C:5]([OH:7])=[O:6]. (2) Given the reactants CI.[Cl:3][C:4]1[CH:5]=[C:6]2[C:10](=[C:11]([C:13]3[CH:18]=[C:17]([O:19]C)[N:16]=[CH:15][N:14]=3)[CH:12]=1)[NH:9][CH:8]=[CH:7]2.[C:21]([O-])([O-])=O.[K+].[K+], predict the reaction product. The product is: [Cl:3][C:4]1[CH:5]=[C:6]2[C:10](=[C:11]([C:13]3[N:14]=[CH:15][N:16]=[C:17]([OH:19])[CH:18]=3)[CH:12]=1)[N:9]([CH3:21])[CH:8]=[CH:7]2. (3) Given the reactants C([NH:5][C:6]([NH:8][CH:9]([C:12]1[CH:17]=[CH:16][CH:15]=[C:14]([N+:18]([O-:20])=[O:19])[CH:13]=1)[CH2:10]O)=[S:7])(C)(C)C.Cl, predict the reaction product. The product is: [N+:18]([C:14]1[CH:13]=[C:12]([CH:9]2[CH2:10][S:7][C:6]([NH2:5])=[N:8]2)[CH:17]=[CH:16][CH:15]=1)([O-:20])=[O:19]. (4) Given the reactants C([O:5][C:6](=[O:43])[CH2:7][N:8]([CH2:33][C:34]1[CH:42]=[CH:41][C:37]([C:38](O)=O)=[CH:36][CH:35]=1)[C:9](=[O:32])[C:10]1[CH:15]=[CH:14][C:13]([NH:16][C:17](=[O:31])[CH2:18][C:19]2[CH:24]=[CH:23][C:22]([O:25][CH3:26])=[CH:21][C:20]=2[C:27]([F:30])([F:29])[F:28])=[CH:12][CH:11]=1)(C)(C)C.CN1CCOCC1.ClC(OCC(C)C)=O.[OH:59][NH:60][C:61](=[NH:68])[C:62]1[CH:67]=[CH:66][CH:65]=[CH:64][CH:63]=1, predict the reaction product. The product is: [CH3:26][O:25][C:22]1[CH:23]=[CH:24][C:19]([CH2:18][C:17]([NH:16][C:13]2[CH:12]=[CH:11][C:10]([C:9]([N:8]([CH2:7][C:6]([OH:43])=[O:5])[CH2:33][C:34]3[CH:42]=[CH:41][C:37]([C:38]4[O:59][N:60]=[C:61]([C:62]5[CH:67]=[CH:66][CH:65]=[CH:64][CH:63]=5)[N:68]=4)=[CH:36][CH:35]=3)=[O:32])=[CH:15][CH:14]=2)=[O:31])=[C:20]([C:27]([F:28])([F:30])[F:29])[CH:21]=1. (5) Given the reactants Br[C:2]1[CH:3]=[C:4]([CH:16]=[O:17])[C:5]([N:8]2[CH2:13][C@@H:12]([CH3:14])[O:11][C@@H:10]([CH3:15])[CH2:9]2)=[N:6][CH:7]=1.C([Sn](CCCC)(CCCC)[C:23]1[CH:28]=[N:27][CH:26]=[CH:25][N:24]=1)CCC, predict the reaction product. The product is: [CH3:15][C@H:10]1[O:11][C@@H:12]([CH3:14])[CH2:13][N:8]([C:5]2[C:4]([CH:16]=[O:17])=[CH:3][C:2]([C:23]3[CH:28]=[N:27][CH:26]=[CH:25][N:24]=3)=[CH:7][N:6]=2)[CH2:9]1. (6) Given the reactants Br[C:2]1[N:3]=[CH:4][NH:5][CH:6]=1.[F:7][C:8]1[CH:13]=[CH:12][C:11](B(O)O)=[CH:10][C:9]=1[CH3:17].C([O-])([O-])=O.[Na+].[Na+], predict the reaction product. The product is: [F:7][C:8]1[CH:13]=[CH:12][C:11]([C:2]2[N:3]=[CH:4][NH:5][CH:6]=2)=[CH:10][C:9]=1[CH3:17]. (7) The product is: [C:10]([O:11][CH2:12][C:7]([CH:1]1[CH2:2][CH2:3][CH2:4][CH2:5][CH2:6]1)([CH2:15][O:16][CH3:17])[CH2:8][OH:9])([CH3:18])([CH3:14])[CH3:13]. Given the reactants [CH:1]1([C:7]2([CH2:15][O:16][CH3:17])[CH2:12][O:11][C:10]([CH3:14])([CH3:13])[O:9][CH2:8]2)[CH2:6][CH2:5][CH2:4][CH2:3][CH2:2]1.[CH2:18](OCC)C.C[Mg]I, predict the reaction product. (8) Given the reactants C(N(CC)CC)C.[NH2:8][C@@H:9]1[CH2:13][CH2:12][N:11]([C:14]2[C:23]3[C:18](=[CH:19][CH:20]=[C:21]([F:24])[CH:22]=3)[N:17]=[C:16]([C:25]3[CH:30]=[CH:29][CH:28]=[CH:27][C:26]=3[OH:31])[N:15]=2)[CH2:10]1.Cl[C:33]([O:35][CH2:36][CH:37]([CH3:39])[CH3:38])=[O:34], predict the reaction product. The product is: [F:24][C:21]1[CH:22]=[C:23]2[C:18](=[CH:19][CH:20]=1)[N:17]=[C:16]([C:25]1[CH:30]=[CH:29][CH:28]=[CH:27][C:26]=1[OH:31])[N:15]=[C:14]2[N:11]1[CH2:12][CH2:13][C@@H:9]([NH:8][C:33](=[O:34])[O:35][CH2:36][CH:37]([CH3:39])[CH3:38])[CH2:10]1.